This data is from Cav3 T-type calcium channel HTS with 100,875 compounds. The task is: Binary Classification. Given a drug SMILES string, predict its activity (active/inactive) in a high-throughput screening assay against a specified biological target. (1) The molecule is O=c1c2CCCCc2[nH]c2c1cccc2. The result is 0 (inactive). (2) The compound is S(CC(C)C)c1[nH]c(c(Cc2ccccc2)c(=O)n1)C. The result is 0 (inactive).